Dataset: Full USPTO retrosynthesis dataset with 1.9M reactions from patents (1976-2016). Task: Predict the reactants needed to synthesize the given product. (1) Given the product [Cl:1][C:2]1[CH:3]=[C:4]([C:8]#[C:9][C:10]2[CH2:14][C:13]3([O:12][N:11]=2)[CH2:18][CH2:17][N:16]([C:19]([N:21]2[CH2:26][CH2:25][CH2:23][CH2:22]2)=[O:20])[CH2:15]3)[CH:5]=[CH:6][CH:7]=1, predict the reactants needed to synthesize it. The reactants are: [Cl:1][C:2]1[CH:3]=[C:4]([C:8]#[C:9][C:10]2[CH2:14][C:13]3([CH2:18][CH2:17][N:16]([C:19]([N:21]4[CH2:26][CH2:25]N(C)[CH2:23][CH2:22]4)=[O:20])[CH2:15]3)[O:12][N:11]=2)[CH:5]=[CH:6][CH:7]=1.CN1CCN(C(Cl)=O)CC1. (2) Given the product [CH2:27]([O:34][CH:1]=[O:7])[C:28]1[CH:33]=[CH:32][CH:31]=[CH:30][CH:29]=1, predict the reactants needed to synthesize it. The reactants are: [C:1]1([O:7]P(N=[N+]=[N-])(=O)OC2C=CC=CC=2)C=CC=CC=1.C(N(CC)CC)C.[CH2:27]([OH:34])[C:28]1[CH:33]=[CH:32][CH:31]=[CH:30][CH:29]=1. (3) Given the product [CH3:14][C:11]1([CH:9]2[CH2:10][CH:8]2[C:3]2[CH:4]=[CH:5][CH:6]=[CH:7][C:2]=2[NH2:15])[CH2:13][CH2:12]1, predict the reactants needed to synthesize it. The reactants are: Br[C:2]1[CH:7]=[CH:6][CH:5]=[CH:4][C:3]=1[CH:8]1[CH2:10][CH:9]1[C:11]1([CH3:14])[CH2:13][CH2:12]1.[NH3:15]. (4) Given the product [Br:19][CH2:17][C:14]1[CH:15]=[CH:16][C:11]([C:8]2[CH:9]=[CH:10][C:5]([S:2]([CH3:1])(=[O:4])=[O:3])=[CH:6][CH:7]=2)=[CH:12][CH:13]=1, predict the reactants needed to synthesize it. The reactants are: [CH3:1][S:2]([C:5]1[CH:10]=[CH:9][C:8]([C:11]2[CH:16]=[CH:15][C:14]([CH2:17]O)=[CH:13][CH:12]=2)=[CH:7][CH:6]=1)(=[O:4])=[O:3].[Br:19][Si](C)(C)C. (5) Given the product [CH3:46][O:45][C:39]1[C:38](=[O:47])[C:37]([C:48]([OH:50])=[O:49])=[CH:36][N:35]([CH2:34][CH:33]=[O:32])[C:40]=1[C:41]([O:43][CH3:44])=[O:42], predict the reactants needed to synthesize it. The reactants are: C[C@H]1N2C(C3N(C[C@@H]2OCC1)C=C(C(NCC1C=CC(F)=CC=1F)=O)C(=O)C=3O)=O.C[O:32][CH:33](OC)[CH2:34][N:35]1[C:40]([C:41]([O:43][CH3:44])=[O:42])=[C:39]([O:45][CH3:46])[C:38](=[O:47])[C:37]([C:48]([OH:50])=[O:49])=[CH:36]1.CS(O)(=O)=O. (6) Given the product [Cl:28][C:22]1[CH:23]=[C:24]([Cl:27])[CH:25]=[CH:26][C:21]=1[C:16]1[N:17]=[C:18]([CH2:19][CH3:20])[C:13]([NH:12][C@H:6]2[C@@H:7]([O:9][CH2:10][CH3:11])[CH2:8][N:4]([C:1]([O:53][CH3:52])=[O:3])[CH2:5]2)=[N:14][C:15]=1[CH2:29][CH3:30], predict the reactants needed to synthesize it. The reactants are: [C:1]([N:4]1[CH2:8][C@H:7]([O:9][CH2:10][CH3:11])[C@H:6]([NH:12][C:13]2[C:18]([CH2:19][CH3:20])=[N:17][C:16]([C:21]3[CH:26]=[CH:25][C:24]([Cl:27])=[CH:23][C:22]=3[Cl:28])=[C:15]([CH2:29][CH3:30])[N:14]=2)[CH2:5]1)(=[O:3])C.ClC1C=C(Cl)C=CC=1C1N=C(CC)C(N[C@H]2[C@@H:52]([O:53]CC)CNC2)=NC=1CC.ClC(OC)=O.